From a dataset of TCR-epitope binding with 47,182 pairs between 192 epitopes and 23,139 TCRs. Binary Classification. Given a T-cell receptor sequence (or CDR3 region) and an epitope sequence, predict whether binding occurs between them. The epitope is SQASSRSSSR. The TCR CDR3 sequence is CASSSPHRDSYSPLHF. Result: 0 (the TCR does not bind to the epitope).